From a dataset of Forward reaction prediction with 1.9M reactions from USPTO patents (1976-2016). Predict the product of the given reaction. The product is: [CH3:25][C:22]1[S:23][CH:24]=[C:20]([C:19]#[C:18][C:15]2[CH:16]=[CH:17][C:12]([N:2]3[C:10]4=[CH:9][N:8]=[CH:7][CH:6]=[C:5]4[CH:4]=[CH:3]3)=[N:13][CH:14]=2)[N:21]=1. Given the reactants Br.[NH:2]1[C:10]2[C:5](=[CH:6][CH:7]=[N:8][CH:9]=2)[CH:4]=[CH:3]1.Cl[C:12]1[CH:17]=[CH:16][C:15]([C:18]#[C:19][C:20]2[N:21]=[C:22]([CH3:25])[S:23][CH:24]=2)=[CH:14][N:13]=1.C(=O)([O-])[O-].[Cs+].[Cs+], predict the reaction product.